Dataset: Full USPTO retrosynthesis dataset with 1.9M reactions from patents (1976-2016). Task: Predict the reactants needed to synthesize the given product. (1) Given the product [C:10]([O:9][C:8](=[O:14])[NH:7][S:4]([C:1]1([CH3:16])[CH2:2][CH2:3]1)(=[O:6])=[O:5])([CH3:11])([CH3:13])[CH3:12], predict the reactants needed to synthesize it. The reactants are: [CH:1]1([S:4]([NH:7][C:8](=[O:14])[O:9][C:10]([CH3:13])([CH3:12])[CH3:11])(=[O:6])=[O:5])[CH2:3][CH2:2]1.[Li][CH2:16]CCC.CI. (2) Given the product [O:1]1[CH:5]=[CH:4][CH:3]=[C:2]1[C:6]1[N:10]([C:11]2[S:12][CH:13]=[C:14]([C:16]([NH2:26])=[O:18])[N:15]=2)[N:9]=[C:8]([C:21]([F:23])([F:22])[F:24])[CH:7]=1, predict the reactants needed to synthesize it. The reactants are: [O:1]1[CH:5]=[CH:4][CH:3]=[C:2]1[C:6]1[N:10]([C:11]2[S:12][CH:13]=[C:14]([C:16]([O:18]CC)=O)[N:15]=2)[N:9]=[C:8]([C:21]([F:24])([F:23])[F:22])[CH:7]=1.[OH-].[NH4+:26].C1COCC1. (3) The reactants are: [C:1]1([C:11]([OH:13])=[O:12])[C:10]2[C:5](=[CH:6][CH:7]=[CH:8][CH:9]=2)[CH:4]=[CH:3][CH:2]=1.[CH2:14](Br)[CH2:15][CH3:16]. Given the product [CH2:14]([O:12][C:11]([C:1]1[C:10]2[C:5](=[CH:6][CH:7]=[CH:8][CH:9]=2)[CH:4]=[CH:3][CH:2]=1)=[O:13])[CH2:15][CH3:16], predict the reactants needed to synthesize it. (4) Given the product [F:29][CH:2]([F:1])[O:3][C:4]1[CH:9]=[CH:8][C:7]([C:10]2[O:11][CH:12]=[C:13]([CH2:15][NH:16][C:17](=[O:27])[C:18]3[CH:23]=[CH:22][CH:21]=[CH:20][C:19]=3[O:24][CH2:25][CH3:26])[N:14]=2)=[CH:6][C:5]=1[O:28][CH:31]([CH2:34][CH3:35])[CH2:32][CH3:33], predict the reactants needed to synthesize it. The reactants are: [F:1][CH:2]([F:29])[O:3][C:4]1[CH:9]=[CH:8][C:7]([C:10]2[O:11][CH:12]=[C:13]([CH2:15][NH:16][C:17](=[O:27])[C:18]3[CH:23]=[CH:22][CH:21]=[CH:20][C:19]=3[O:24][CH2:25][CH3:26])[N:14]=2)=[CH:6][C:5]=1[OH:28].Br[CH:31]([CH2:34][CH3:35])[CH2:32][CH3:33]. (5) Given the product [I:1][C:2]1[CH:3]=[C:4]([NH2:9])[C:5]([Cl:8])=[N:6][CH:7]=1, predict the reactants needed to synthesize it. The reactants are: [I:1][C:2]1[CH:3]=[C:4]([N+:9]([O-])=O)[C:5]([Cl:8])=[N:6][CH:7]=1.Cl.